The task is: Predict the product of the given reaction.. This data is from Forward reaction prediction with 1.9M reactions from USPTO patents (1976-2016). Given the reactants [Na+].[C:2]([C:4]1[CH:9]=[CH:8][C:7]([NH:10][S:11](=O)(=[O:13])[O-:12])=[C:6]([O:15][CH3:16])[CH:5]=1)#[N:3].P(Cl)(Cl)(Cl)(Cl)[Cl:18], predict the reaction product. The product is: [C:2]([C:4]1[CH:9]=[CH:8][C:7]([NH:10][S:11]([Cl:18])(=[O:13])=[O:12])=[C:6]([O:15][CH3:16])[CH:5]=1)#[N:3].